This data is from Full USPTO retrosynthesis dataset with 1.9M reactions from patents (1976-2016). The task is: Predict the reactants needed to synthesize the given product. (1) Given the product [CH2:3]([C:5]1[CH:10]=[CH:9][C:8]([O:11][C:17]2[CH:18]=[CH:19][CH:20]=[C:15]([F:14])[N:16]=2)=[C:7]([O:12][CH3:13])[CH:6]=1)[CH3:4], predict the reactants needed to synthesize it. The reactants are: [H-].[Na+].[CH2:3]([C:5]1[CH:10]=[CH:9][C:8]([OH:11])=[C:7]([O:12][CH3:13])[CH:6]=1)[CH3:4].[F:14][C:15]1[CH:20]=[CH:19][CH:18]=[C:17](F)[N:16]=1. (2) Given the product [CH3:31][C:26]1[CH:25]=[C:24]([NH:23][C:22]([C:20]2[CH:19]=[CH:18][C:16]3[NH:17][C:13]([C:9]4[C:8]([CH3:33])=[CH:7][C:6]([NH:5][CH2:4][C:3]([OH:34])=[O:2])=[CH:11][C:10]=4[CH3:12])=[N:14][C:15]=3[CH:21]=2)=[O:32])[CH:29]=[CH:28][C:27]=1[CH3:30], predict the reactants needed to synthesize it. The reactants are: C[O:2][C:3](=[O:34])[CH2:4][NH:5][C:6]1[CH:11]=[C:10]([CH3:12])[C:9]([C:13]2[NH:17][C:16]3[CH:18]=[CH:19][C:20]([C:22](=[O:32])[NH:23][C:24]4[CH:29]=[CH:28][C:27]([CH3:30])=[C:26]([CH3:31])[CH:25]=4)=[CH:21][C:15]=3[N:14]=2)=[C:8]([CH3:33])[CH:7]=1.[OH-].[Na+]. (3) Given the product [CH2:6]([O:5][P:4]([CH2:9][CH2:10][CH2:11][CH2:12][CH2:13][NH2:14])(=[O:8])[O:3][CH2:1][CH3:2])[CH3:7], predict the reactants needed to synthesize it. The reactants are: [CH2:1]([O:3][P:4]([CH2:9][CH2:10][CH2:11][CH2:12][CH2:13][N:14]1C(=O)C2C(=CC=CC=2)C1=O)(=[O:8])[O:5][CH2:6][CH3:7])[CH3:2].CC(O)C.NN.